Dataset: Reaction yield outcomes from USPTO patents with 853,638 reactions. Task: Predict the reaction yield, written as a fraction of the theoretical maximum amount of product (1.0 means a 100% yield; for example, 0.34 means a 34% yield). (1) The reactants are C([O:3][C:4]([C:6]1[N:7]([CH2:16][C:17]#[N:18])[C:8]2[C:13]([CH:14]=1)=[CH:12][C:11]([Cl:15])=[CH:10][CH:9]=2)=[O:5])C.O[Li].O. The catalyst is C1COCC1.O. The product is [Cl:15][C:11]1[CH:12]=[C:13]2[C:8](=[CH:9][CH:10]=1)[N:7]([CH2:16][C:17]#[N:18])[C:6]([C:4]([OH:5])=[O:3])=[CH:14]2. The yield is 0.840. (2) The reactants are [CH3:1][C:2]([C:7]1[NH:8][C:9]2[C:14]([CH:15]=1)=[CH:13][C:12]([N+:16]([O-:18])=[O:17])=[CH:11][CH:10]=2)([CH3:6])[C:3](O)=[O:4].C(Cl)CCl.C1C=CC2N(O)N=[N:29]C=2C=1.[Cl-].[NH4+]. The catalyst is C(#N)C.CCN(CC)CC.O. The product is [CH3:1][C:2]([C:7]1[NH:8][C:9]2[C:14]([CH:15]=1)=[CH:13][C:12]([N+:16]([O-:18])=[O:17])=[CH:11][CH:10]=2)([CH3:6])[C:3]([NH2:29])=[O:4]. The yield is 0.990. (3) The yield is 0.820. The catalyst is CC#N. The reactants are Cl[CH2:2][C:3]1[O:7][N:6]=[C:5]([CH:8]([CH3:10])[CH3:9])[N:4]=1.[OH:11][CH:12]1[CH2:16][CH2:15][NH:14][CH2:13]1.C([O-])([O-])=O.[K+].[K+]. The product is [OH:11][CH:12]1[CH2:16][CH2:15][N:14]([CH2:2][C:3]2[O:7][N:6]=[C:5]([CH:8]([CH3:10])[CH3:9])[N:4]=2)[CH2:13]1. (4) The reactants are [Cl:1][C:2]1[CH:7]=[CH:6][C:5]([Mg]Br)=[CH:4][CH:3]=1.[Br:10][C:11]1[CH:12]=[CH:13][C:14]([C:17]#N)=[N:15][CH:16]=1.Cl.C1C[O:23]CC1. No catalyst specified. The product is [Cl:1][C:2]1[CH:7]=[CH:6][C:5]([C:17]([C:14]2[CH:13]=[CH:12][C:11]([Br:10])=[CH:16][N:15]=2)=[O:23])=[CH:4][CH:3]=1. The yield is 0.320. (5) The reactants are [F:1][C:2]1[CH:25]=[C:24]([N+:26]([O-:28])=[O:27])[CH:23]=[CH:22][C:3]=1[O:4][C:5]1[CH:10]=[CH:9][N:8]=[C:7]2[CH:11]=[C:12]([C:14]3[CH:15]=[N:16][N:17]([CH2:19][CH:20]=O)[CH:18]=3)[S:13][C:6]=12.CC(O)=O.[CH3:33][N:34]1[CH2:39][CH2:38][NH:37][CH2:36][CH2:35]1.C(O[BH-](OC(=O)C)OC(=O)C)(=O)C.[Na+]. The catalyst is CN1C(=O)CCC1.C([O-])(O)=O.[Na+]. The product is [F:1][C:2]1[CH:25]=[C:24]([N+:26]([O-:28])=[O:27])[CH:23]=[CH:22][C:3]=1[O:4][C:5]1[CH:10]=[CH:9][N:8]=[C:7]2[CH:11]=[C:12]([C:14]3[CH:15]=[N:16][N:17]([CH2:19][CH2:20][N:37]4[CH2:38][CH2:39][N:34]([CH3:33])[CH2:35][CH2:36]4)[CH:18]=3)[S:13][C:6]=12. The yield is 0.270. (6) The reactants are [Cl:1][C:2]1[CH:3]=[C:4](I)[CH:5]=[C:6]2[C:11]=1[O:10][CH:9]([C:12]([F:15])([F:14])[F:13])[C:8]([C:16]([O:18][CH2:19][CH3:20])=[O:17])=[CH:7]2.[CH2:22]([Sn](CCCC)(CCCC)C#C)[CH2:23]CC. The catalyst is C1C=CC([P]([Pd]([P](C2C=CC=CC=2)(C2C=CC=CC=2)C2C=CC=CC=2)([P](C2C=CC=CC=2)(C2C=CC=CC=2)C2C=CC=CC=2)[P](C2C=CC=CC=2)(C2C=CC=CC=2)C2C=CC=CC=2)(C2C=CC=CC=2)C2C=CC=CC=2)=CC=1.C1(C)C=CC=CC=1. The product is [Cl:1][C:2]1[CH:3]=[C:4]([C:22]#[CH:23])[CH:5]=[C:6]2[C:11]=1[O:10][CH:9]([C:12]([F:15])([F:14])[F:13])[C:8]([C:16]([O:18][CH2:19][CH3:20])=[O:17])=[CH:7]2. The yield is 0.756. (7) The reactants are [NH2:1][C:2]1[CH:3]=[CH:4][C:5]([CH2:8][C:9]([O:11][CH2:12][CH3:13])=[O:10])=[N:6][CH:7]=1.[CH3:14][C:15]([O:18][C:19](O[C:19]([O:18][C:15]([CH3:17])([CH3:16])[CH3:14])=[O:20])=[O:20])([CH3:17])[CH3:16]. The catalyst is C1COCC1. The product is [C:15]([O:18][C:19]([NH:1][C:2]1[CH:3]=[CH:4][C:5]([CH2:8][C:9]([O:11][CH2:12][CH3:13])=[O:10])=[N:6][CH:7]=1)=[O:20])([CH3:17])([CH3:16])[CH3:14]. The yield is 0.800.